From a dataset of Reaction yield outcomes from USPTO patents with 853,638 reactions. Predict the reaction yield, written as a fraction of the theoretical maximum amount of product (1.0 means a 100% yield; for example, 0.34 means a 34% yield). (1) The reactants are [Cl:1][C:2]1[CH:3]=[C:4]2[C:8](=[C:9]([C:11]([OH:13])=O)[CH:10]=1)[NH:7][CH:6]=[CH:5]2.[C:14]([C:18]1[CH:37]=[CH:36][C:21]([CH2:22][NH:23][CH2:24][CH2:25][N:26]([CH2:34][CH3:35])[C:27]2[CH:28]=[C:29]([CH3:33])[CH:30]=[CH:31][CH:32]=2)=[CH:20][CH:19]=1)([CH3:17])([CH3:16])[CH3:15].CCN=C=NCCCN(C)C.Cl. The catalyst is C(Cl)Cl. The product is [C:14]([C:18]1[CH:37]=[CH:36][C:21]([CH2:22][N:23]([CH2:24][CH2:25][N:26]([CH2:34][CH3:35])[C:27]2[CH:28]=[C:29]([CH3:33])[CH:30]=[CH:31][CH:32]=2)[C:11]([C:9]2[CH:10]=[C:2]([Cl:1])[CH:3]=[C:4]3[C:8]=2[NH:7][CH:6]=[CH:5]3)=[O:13])=[CH:20][CH:19]=1)([CH3:16])([CH3:15])[CH3:17]. The yield is 0.600. (2) The reactants are [CH2:1]([OH:5])[CH2:2][C:3]#[CH:4].S([O-])([O-])(=O)=O.C([N+](CCCC)(CCCC)CCCC)CCC.C([N+](CCCC)(CCCC)CCCC)CCC.[OH-].[Na+].Br[CH2:48][C:49]([O:51][C:52]([CH3:55])([CH3:54])[CH3:53])=[O:50]. The catalyst is ClCCl.O. The product is [CH2:1]([O:5][CH2:48][C:49]([O:51][C:52]([CH3:55])([CH3:54])[CH3:53])=[O:50])[CH2:2][C:3]#[CH:4]. The yield is 0.720.